This data is from TCR-epitope binding with 47,182 pairs between 192 epitopes and 23,139 TCRs. The task is: Binary Classification. Given a T-cell receptor sequence (or CDR3 region) and an epitope sequence, predict whether binding occurs between them. (1) The epitope is KLVALGINAV. The TCR CDR3 sequence is CASSYRGSGNTIYF. Result: 1 (the TCR binds to the epitope). (2) Result: 1 (the TCR binds to the epitope). The TCR CDR3 sequence is CASSYETPYSYNEQFF. The epitope is KPLEFGATSAAL. (3) The TCR CDR3 sequence is CAWSGDSLDTIYF. Result: 1 (the TCR binds to the epitope). The epitope is NLVPMVATV.